Dataset: Full USPTO retrosynthesis dataset with 1.9M reactions from patents (1976-2016). Task: Predict the reactants needed to synthesize the given product. (1) Given the product [CH2:1]([O:8][C:9]1[C:14]([CH3:15])=[CH:13][C:12]([NH2:16])=[N:11][C:10]=1[CH2:23][CH2:24][CH2:25][CH2:26][CH2:27][CH2:28][CH2:29][CH2:30][CH2:31][CH2:32][O:33][CH2:34][O:35][CH3:36])[C:2]1[CH:3]=[CH:4][CH:5]=[CH:6][CH:7]=1, predict the reactants needed to synthesize it. The reactants are: [CH2:1]([O:8][C:9]1[C:10]([CH2:23][CH2:24][CH2:25][CH2:26][CH2:27][CH2:28][CH2:29][CH2:30][CH2:31][CH2:32][O:33][CH2:34][O:35][CH3:36])=[N:11][C:12]([N:16]2C(C)=CC=C2C)=[CH:13][C:14]=1[CH3:15])[C:2]1[CH:7]=[CH:6][CH:5]=[CH:4][CH:3]=1.Cl.NO.[OH-].[K+].O. (2) Given the product [O:1]1[C:5]2([CH2:10][CH2:9][CH:8]([C:11]3[N:16]=[CH:15][C:14]([NH2:17])=[CH:13][C:12]=3[CH3:31])[CH2:7][CH2:6]2)[O:4][CH2:3][CH2:2]1, predict the reactants needed to synthesize it. The reactants are: [O:1]1[C:5]2([CH2:10][CH2:9][CH:8]([C:11]3[N:16]=[CH:15][C:14]([N:17]=C(C4C=CC=CC=4)C4C=CC=CC=4)=[CH:13][C:12]=3[CH3:31])[CH2:7][CH2:6]2)[O:4][CH2:3][CH2:2]1.[F-].[K+]. (3) The reactants are: [Br:1][C:2]1[C:3]([CH2:22][C:23](=O)[CH2:24][C:25]([O:27]CC)=O)=[CH:4][C:5]([NH:8][C:9]2[S:10][CH:11]=[C:12]([CH2:14][CH2:15][C:16]3[CH:21]=[CH:20][CH:19]=[CH:18][CH:17]=3)[N:13]=2)=[N:6][CH:7]=1.C(O)C.O.[NH2:35][NH2:36]. Given the product [Br:1][C:2]1[C:3]([CH2:22][C:23]2[CH2:24][C:25](=[O:27])[NH:36][N:35]=2)=[CH:4][C:5]([NH:8][C:9]2[S:10][CH:11]=[C:12]([CH2:14][CH2:15][C:16]3[CH:21]=[CH:20][CH:19]=[CH:18][CH:17]=3)[N:13]=2)=[N:6][CH:7]=1, predict the reactants needed to synthesize it.